Task: Predict which catalyst facilitates the given reaction.. Dataset: Catalyst prediction with 721,799 reactions and 888 catalyst types from USPTO (1) Reactant: [NH:1]1[C:9]2[C:4](=[CH:5][C:6]([C:10]3[C:18]4[C:13](=[N:14][CH:15]=[C:16]([C:19]5[CH:24]=[CH:23][C:22]([CH2:25][N:26]6[CH2:31][CH2:30][NH:29][CH2:28][CH2:27]6)=[CH:21][CH:20]=5)[CH:17]=4)[N:12](S(C4C=CC(C)=CC=4)(=O)=O)[CH:11]=3)=[CH:7][CH:8]=2)[CH:3]=[CH:2]1.C(N(CC)CC)C.CS(O[CH2:54][C:55]([F:58])([F:57])[F:56])(=O)=O. Product: [NH:1]1[C:9]2[C:4](=[CH:5][C:6]([C:10]3[C:18]4[C:13](=[N:14][CH:15]=[C:16]([C:19]5[CH:24]=[CH:23][C:22]([CH2:25][N:26]6[CH2:31][CH2:30][N:29]([CH2:54][C:55]([F:58])([F:57])[F:56])[CH2:28][CH2:27]6)=[CH:21][CH:20]=5)[CH:17]=4)[NH:12][CH:11]=3)=[CH:7][CH:8]=2)[CH:3]=[CH:2]1. The catalyst class is: 1. (2) The catalyst class is: 9. Product: [CH2:15]([O:8][C:5]1[CH:6]=[CH:7][C:2]([Br:1])=[CH:3][CH:4]=1)[C:16]1[CH:21]=[CH:20][CH:19]=[CH:18][CH:17]=1. Reactant: [Br:1][C:2]1[CH:7]=[CH:6][C:5]([OH:8])=[CH:4][CH:3]=1.C(=O)([O-])[O-].[K+].[K+].[CH2:15](Br)[C:16]1[CH:21]=[CH:20][CH:19]=[CH:18][CH:17]=1. (3) Reactant: [CH3:1][C:2]1[C:3]([NH2:11])=[C:4]([CH:8]=[CH:9][CH:10]=1)[C:5](O)=[O:6].[CH3:12][NH2:13]. Product: [NH2:11][C:3]1[C:2]([CH3:1])=[CH:10][CH:9]=[CH:8][C:4]=1[C:5]([NH:13][CH3:12])=[O:6]. The catalyst class is: 1. (4) Reactant: [F:1][C:2]1[CH:10]=[C:9]2[C:5]([CH:6]=[N:7][N:8]2[CH3:11])=[CH:4][C:3]=1[CH:12]([C:14]1[N:18]2[N:19]=[C:20]([C:23](=O)[CH3:24])[CH:21]=[CH:22][C:17]2=[N:16][CH:15]=1)[CH3:13].Cl.[NH2:27][O:28][CH2:29][CH2:30][OH:31].C(N(CC)CC)C. Product: [OH:31][CH2:30][CH2:29][O:28]/[N:27]=[C:23](/[C:20]1[CH:21]=[CH:22][C:17]2[N:18]([C:14]([CH:12]([C:3]3[CH:4]=[C:5]4[C:9](=[CH:10][C:2]=3[F:1])[N:8]([CH3:11])[N:7]=[CH:6]4)[CH3:13])=[CH:15][N:16]=2)[N:19]=1)\[CH3:24]. The catalyst class is: 5. (5) Reactant: [CH3:1][O:2][C:3]1[CH:18]=[CH:17][C:6]([CH2:7][CH:8]2[CH2:13][CH2:12][O:11][CH2:10]/[C:9]/2=[CH:14]\[O:15]C)=[CH:5][CH:4]=1.Cl. Product: [CH3:1][O:2][C:3]1[CH:4]=[CH:5][C:6]([CH2:7][C@@H:8]2[CH2:13][CH2:12][O:11][CH2:10][C@H:9]2[CH:14]=[O:15])=[CH:17][CH:18]=1. The catalyst class is: 20. (6) Reactant: Cl[CH2:2][CH2:3][C:4](Cl)=[O:5].[NH:7]1[C:16]2[C:11](=[CH:12][CH:13]=[CH:14][CH:15]=2)[CH2:10][CH2:9][CH2:8]1.Cl.[Al+3].[Cl-].[Cl-].[Cl-].[Na+].[Cl-]. Product: [CH2:2]1[C:15]2[C:16]3=[C:11]([CH2:10][CH2:9][CH2:8][N:7]3[C:4](=[O:5])[CH2:3]1)[CH:12]=[CH:13][CH:14]=2. The catalyst class is: 95. (7) Reactant: [C:1]1([C:7]2[C:8]([C:18]([O:20]C)=[O:19])=[N:9][O:10][C:11]=2[C:12]2[CH:17]=[CH:16][CH:15]=[CH:14][CH:13]=2)[CH:6]=[CH:5][CH:4]=[CH:3][CH:2]=1.[Li+].[OH-]. Product: [C:1]1([C:7]2[C:8]([C:18]([OH:20])=[O:19])=[N:9][O:10][C:11]=2[C:12]2[CH:13]=[CH:14][CH:15]=[CH:16][CH:17]=2)[CH:2]=[CH:3][CH:4]=[CH:5][CH:6]=1. The catalyst class is: 200.